This data is from Forward reaction prediction with 1.9M reactions from USPTO patents (1976-2016). The task is: Predict the product of the given reaction. (1) The product is: [CH:23]1([CH2:22][N:8]2[C:9]3[C@:10]4([CH3:20])[C:17]([CH3:19])([CH3:18])[C@@H:13]([CH2:12][CH2:11]4)[C:14]=3[C:15](=[O:16])[N:7]2[C:1]2[CH:2]=[CH:3][CH:4]=[CH:5][CH:6]=2)[CH2:26][CH2:25][CH2:24]1. Given the reactants [C:1]1([N:7]2[C:15](=[O:16])[C:14]3[C@@H:13]4[C:17]([CH3:19])([CH3:18])[C@@:10]([CH3:20])([CH2:11][CH2:12]4)[C:9]=3[NH:8]2)[CH:6]=[CH:5][CH:4]=[CH:3][CH:2]=1.Br[CH2:22][CH:23]1[CH2:26][CH2:25][CH2:24]1, predict the reaction product. (2) Given the reactants C([Mg]Cl)C.I[C:6]1[N:7]=[CH:8][N:9]([C:11]([C:24]2[CH:29]=[CH:28][CH:27]=[CH:26][CH:25]=2)([C:18]2[CH:23]=[CH:22][CH:21]=[CH:20][CH:19]=2)[C:12]2[CH:17]=[CH:16][CH:15]=[CH:14][CH:13]=2)[CH:10]=1.[O:30]=[C:31]1[CH2:40][CH2:39][CH2:38][C:37]2[CH:36]=[C:35]([C:41]#[N:42])[CH:34]=[CH:33][C:32]1=2, predict the reaction product. The product is: [OH:30][C:31]1([C:6]2[N:7]=[CH:8][N:9]([C:11]([C:12]3[CH:17]=[CH:16][CH:15]=[CH:14][CH:13]=3)([C:24]3[CH:25]=[CH:26][CH:27]=[CH:28][CH:29]=3)[C:18]3[CH:19]=[CH:20][CH:21]=[CH:22][CH:23]=3)[CH:10]=2)[CH2:40][CH2:39][CH2:38][C:37]2[CH:36]=[C:35]([C:41]#[N:42])[CH:34]=[CH:33][C:32]1=2. (3) The product is: [CH2:25]([N:3]([CH2:1][CH3:2])[C:4](=[O:24])[C:5]1[CH:6]=[CH:7][C:8]([C:11]([C:18]2[CH:23]=[CH:22][CH:21]=[CH:20][CH:19]=2)=[C:12]2[CH2:13][CH2:14][N:15]([CH2:27][CH:29]3[O:31][CH2:30]3)[CH2:16][CH2:17]2)=[CH:9][CH:10]=1)[CH3:26]. Given the reactants [CH2:1]([N:3]([CH2:25][CH3:26])[C:4](=[O:24])[C:5]1[CH:10]=[CH:9][C:8]([C:11]([C:18]2[CH:23]=[CH:22][CH:21]=[CH:20][CH:19]=2)=[C:12]2[CH2:17][CH2:16][NH:15][CH2:14][CH2:13]2)=[CH:7][CH:6]=1)[CH3:2].[CH2:27]([CH:29]1[O:31][CH2:30]1)Br, predict the reaction product. (4) The product is: [CH2:1]([C:3]1[N:8]=[C:7]2[N:9]([C:12]3[CH:13]=[CH:14][CH:15]=[CH:16][C:17]=3[F:31])[N:10]=[CH:11][C:6]2=[C:5]([NH2:18])[N:4]=1)[CH3:2]. Given the reactants [CH2:1]([C:3]1[N:8]=[C:7]2[N:9]([C:12]3[CH:17]=[CH:16][CH:15]=[CH:14][CH:13]=3)[N:10]=[CH:11][C:6]2=[C:5]([NH2:18])[N:4]=1)[CH3:2].C(C1N=C2NN=CC2=C(N)N=1)C.[F:31]C1C=CC=CC=1I, predict the reaction product. (5) The product is: [Cl:39][C:28]1[CH:27]=[C:26]([C:31]2[CH:36]=[CH:35][CH:34]=[CH:33][CH:32]=2)[N:25]=[C:24]([CH3:23])[N:29]=1. Given the reactants C(CC(OCC)=O)C1C=CC=CC=1.Cl.C(N)(=N)C.CC[O-].[Na+].[CH3:23][C:24]1[N:29]=[C:28](O)[CH:27]=[C:26]([C:31]2[CH:36]=[CH:35][CH:34]=[CH:33][CH:32]=2)[N:25]=1.O=P(Cl)(Cl)[Cl:39], predict the reaction product. (6) Given the reactants [OH:1][C:2]1[CH:7]=[CH:6][C:5]([C:8]2[CH:9]([CH3:15])[CH2:10][C:11](=[O:14])[NH:12][N:13]=2)=[CH:4][CH:3]=1.Br[CH2:17][CH2:18][O:19][Si:20]([C:33]([CH3:36])([CH3:35])[CH3:34])([C:27]1[CH:32]=[CH:31][CH:30]=[CH:29][CH:28]=1)[C:21]1[CH:26]=[CH:25][CH:24]=[CH:23][CH:22]=1.C(=O)([O-])[O-].[K+].[K+].O, predict the reaction product. The product is: [Si:20]([O:19][CH2:18][CH2:17][O:1][C:2]1[CH:7]=[CH:6][C:5]([C:8]2[CH:9]([CH3:15])[CH2:10][C:11](=[O:14])[NH:12][N:13]=2)=[CH:4][CH:3]=1)([C:33]([CH3:34])([CH3:35])[CH3:36])([C:27]1[CH:28]=[CH:29][CH:30]=[CH:31][CH:32]=1)[C:21]1[CH:26]=[CH:25][CH:24]=[CH:23][CH:22]=1. (7) Given the reactants Cl.[OH:2][C@H:3]1[CH2:8][CH2:7][CH2:6][CH2:5][C@@H:4]1[N:9]1[C:18](=[O:19])[C:17]2[C:12](=[C:13]3[CH:31]=[CH:30][CH:29]=[CH:28][C:14]3=[C:15]([CH2:20][C:21]3[CH:22]=[N:23][C:24]([CH3:27])=[CH:25][CH:26]=3)[CH:16]=2)[N:11]=[CH:10]1.C(N(CC)CC)C.ClC1C=C(C=CC=1)C(OO)=[O:44], predict the reaction product. The product is: [OH:2][C@H:3]1[CH2:8][CH2:7][CH2:6][CH2:5][C@@H:4]1[N:9]1[C:18](=[O:19])[C:17]2[C:12](=[C:13]3[CH:31]=[CH:30][CH:29]=[CH:28][C:14]3=[C:15]([CH2:20][C:21]3[CH:22]=[N+:23]([O-:44])[C:24]([CH3:27])=[CH:25][CH:26]=3)[CH:16]=2)[N:11]=[CH:10]1. (8) Given the reactants [CH2:1]([C:6]1[CH:11]=[CH:10][C:9]([O:12][C:13](=[O:28])[C:14]2[CH:19]=[CH:18][C:17]([O:20]CC3C=CC=CC=3)=[CH:16][CH:15]=2)=[CH:8][CH:7]=1)[CH2:2][CH2:3][CH2:4][CH3:5].C1CCCCC1, predict the reaction product. The product is: [CH2:1]([C:6]1[CH:11]=[CH:10][C:9]([O:12][C:13](=[O:28])[C:14]2[CH:15]=[CH:16][C:17]([OH:20])=[CH:18][CH:19]=2)=[CH:8][CH:7]=1)[CH2:2][CH2:3][CH2:4][CH3:5]. (9) Given the reactants [N-:1]=[N+:2]=[N-:3].[Na+].[F:5][C:6]1[CH:13]=[CH:12][CH:11]=[C:10]([F:14])[C:7]=1[CH2:8]Cl.[C:15]([OH:19])(=[O:18])[C:16]#[CH:17].[OH-].[Na+], predict the reaction product. The product is: [F:5][C:6]1[CH:13]=[CH:12][CH:11]=[C:10]([F:14])[C:7]=1[CH2:8][N:1]1[CH:17]=[C:16]([C:15]([OH:19])=[O:18])[N:3]=[N:2]1. (10) The product is: [Cl:6][C:7]1[N:8]=[C:9]([CH3:14])[N:10]=[C:11]([NH:5][CH2:4][CH2:3][O:2][CH3:1])[N:12]=1. Given the reactants [CH3:1][O:2][CH2:3][CH2:4][NH2:5].[Cl:6][C:7]1[N:12]=[C:11](Cl)[N:10]=[C:9]([CH3:14])[N:8]=1.CCN(C(C)C)C(C)C, predict the reaction product.